From a dataset of Forward reaction prediction with 1.9M reactions from USPTO patents (1976-2016). Predict the product of the given reaction. (1) Given the reactants Br[CH2:2][C:3]1[CH:12]=[CH:11][C:6]([C:7]([O:9][CH3:10])=[O:8])=[CH:5][C:4]=1[O:13][CH3:14].C(=O)([O-])[O-].[K+].[K+].[Cl:21][C:22]1[CH:23]=[C:24]([OH:33])[CH:25]=[N:26][C:27]=1[O:28][CH2:29][CH:30]([CH3:32])[CH3:31], predict the reaction product. The product is: [Cl:21][C:22]1[CH:23]=[C:24]([O:33][CH2:2][C:3]2[CH:12]=[CH:11][C:6]([C:7]([O:9][CH3:10])=[O:8])=[CH:5][C:4]=2[O:13][CH3:14])[CH:25]=[N:26][C:27]=1[O:28][CH2:29][CH:30]([CH3:31])[CH3:32]. (2) Given the reactants [CH3:1][C:2]1[N:3]([C:8]2[CH:13]=[CH:12][CH:11]=[C:10]([CH3:14])[N:9]=2)[C:4]([CH3:7])=[CH:5][CH:6]=1.[Li][CH2:16]CCC.CI, predict the reaction product. The product is: [CH3:7][C:4]1[N:3]([C:8]2[CH:13]=[CH:12][CH:11]=[C:10]([CH2:14][CH3:16])[N:9]=2)[C:2]([CH3:1])=[CH:6][CH:5]=1. (3) Given the reactants [NH2:1][C:2]1[CH:3]=[CH:4][C:5]([O:30][CH3:31])=[C:6]([C:8]2[C:12]([C:13]([N:15]3[CH2:20][CH2:19][N:18]([C:21]4[C:26]([Cl:27])=[CH:25][C:24]([Cl:28])=[CH:23][N:22]=4)[CH2:17][CH2:16]3)=[O:14])=[C:11]([CH3:29])[O:10][N:9]=2)[CH:7]=1.CCN(C(C)C)C(C)C.[C:41](Cl)(=[O:43])[CH3:42], predict the reaction product. The product is: [Cl:27][C:26]1[C:21]([N:18]2[CH2:17][CH2:16][N:15]([C:13]([C:12]3[C:8]([C:6]4[CH:7]=[C:2]([NH:1][C:41](=[O:43])[CH3:42])[CH:3]=[CH:4][C:5]=4[O:30][CH3:31])=[N:9][O:10][C:11]=3[CH3:29])=[O:14])[CH2:20][CH2:19]2)=[N:22][CH:23]=[C:24]([Cl:28])[CH:25]=1. (4) The product is: [C:45]([OH:52])(=[O:51])/[CH:46]=[CH:47]\[C:48]([OH:50])=[O:49].[C:45]([OH:52])(=[O:51])/[CH:46]=[CH:47]\[C:48]([OH:50])=[O:49].[C:45]([OH:52])(=[O:51])/[CH:46]=[CH:47]\[C:48]([OH:50])=[O:49].[NH2:1][C:2]1[N:7]=[CH:6][N:5]=[C:4]2[N:8]([C@H:32]3[CH2:37][CH2:36][C@H:35]([N:38]4[CH2:43][CH2:42][N:41]([CH3:44])[CH2:40][CH2:39]4)[CH2:34][CH2:33]3)[N:9]=[C:10]([C:11]3[CH:16]=[CH:15][C:14]([NH:17][C:18](=[O:29])[CH2:19][C:20]([CH3:28])([C:22]4[CH:23]=[CH:24][CH:25]=[CH:26][CH:27]=4)[CH3:21])=[C:13]([O:30][CH3:31])[CH:12]=3)[C:3]=12. Given the reactants [NH2:1][C:2]1[N:7]=[CH:6][N:5]=[C:4]2[N:8]([C@H:32]3[CH2:37][CH2:36][C@H:35]([N:38]4[CH2:43][CH2:42][N:41]([CH3:44])[CH2:40][CH2:39]4)[CH2:34][CH2:33]3)[N:9]=[C:10]([C:11]3[CH:16]=[CH:15][C:14]([NH:17][C:18](=[O:29])[CH2:19][C:20]([CH3:28])([C:22]4[CH:27]=[CH:26][CH:25]=[CH:24][CH:23]=4)[CH3:21])=[C:13]([O:30][CH3:31])[CH:12]=3)[C:3]=12.[C:45]([OH:52])(=[O:51])/[CH:46]=[CH:47]\[C:48]([OH:50])=[O:49], predict the reaction product. (5) Given the reactants C(OC([N:8]1[CH2:12][CH:11]([C:13]2[NH:18][C:17](=[O:19])[C:16]3=[CH:20][N:21]=[C:22]([CH:23]4[CH2:28][CH2:27][O:26][CH2:25][CH2:24]4)[N:15]3[N:14]=2)[CH:10]([CH3:29])[CH2:9]1)=O)(C)(C)C.[ClH:30], predict the reaction product. The product is: [ClH:30].[CH3:29][CH:10]1[CH2:9][NH:8][CH2:12][CH:11]1[C:13]1[NH:18][C:17](=[O:19])[C:16]2=[CH:20][N:21]=[C:22]([CH:23]3[CH2:28][CH2:27][O:26][CH2:25][CH2:24]3)[N:15]2[N:14]=1. (6) Given the reactants [N:1]1([C:7]2[CH:8]=[CH:9][C:10]3[N:11]([C:13]([C:16]4[CH:17]=[C:18]([CH:22]=[CH:23][CH:24]=4)[C:19]([OH:21])=O)=[N:14][N:15]=3)[N:12]=2)[CH2:6][CH2:5][CH2:4][CH2:3][CH2:2]1.C[N:26](C=O)C.C(Cl)(=O)C(Cl)=O.N, predict the reaction product. The product is: [N:1]1([C:7]2[CH:8]=[CH:9][C:10]3[N:11]([C:13]([C:16]4[CH:17]=[C:18]([CH:22]=[CH:23][CH:24]=4)[C:19]([NH2:26])=[O:21])=[N:14][N:15]=3)[N:12]=2)[CH2:2][CH2:3][CH2:4][CH2:5][CH2:6]1. (7) Given the reactants [Cl:1][C:2]1[CH:3]=[C:4]([CH:25]=[CH:26][CH:27]=1)[CH2:5][N:6]1[C:14]([CH3:15])=[C:13]2[C:8]([CH:9]=[C:10]([N:16]([C:18]3[CH:23]=[CH:22][N:21]=[C:20](Cl)[N:19]=3)[CH3:17])[CH:11]=[CH:12]2)=[N:7]1.[NH2:28][C:29]1[CH:30]=[C:31]([S:35]([NH2:38])(=[O:37])=[O:36])[CH:32]=[CH:33][CH:34]=1, predict the reaction product. The product is: [ClH:1].[Cl:1][C:2]1[CH:3]=[C:4]([CH:25]=[CH:26][CH:27]=1)[CH2:5][N:6]1[C:14]([CH3:15])=[C:13]2[C:8]([CH:9]=[C:10]([N:16]([CH3:17])[C:18]3[CH:23]=[CH:22][N:21]=[C:20]([NH:28][C:29]4[CH:30]=[C:31]([S:35]([NH2:38])(=[O:36])=[O:37])[CH:32]=[CH:33][CH:34]=4)[N:19]=3)[CH:11]=[CH:12]2)=[N:7]1. (8) Given the reactants [CH3:1][N:2]([C:19]1[C:20]2[CH:27]=[CH:26][NH:25][C:21]=2[N:22]=[CH:23][N:24]=1)[CH:3]1[CH2:11][CH2:10][C@@H:9]2[C@@H:5]([CH2:6][N:7](C(OC(C)(C)C)=O)[CH2:8]2)[CH2:4]1.[ClH:28], predict the reaction product. The product is: [ClH:28].[CH3:1][N:2]([CH:3]1[CH2:11][CH2:10][C@@H:9]2[C@@H:5]([CH2:6][NH:7][CH2:8]2)[CH2:4]1)[C:19]1[C:20]2[CH:27]=[CH:26][NH:25][C:21]=2[N:22]=[CH:23][N:24]=1.